This data is from Peptide-MHC class I binding affinity with 185,985 pairs from IEDB/IMGT. The task is: Regression. Given a peptide amino acid sequence and an MHC pseudo amino acid sequence, predict their binding affinity value. This is MHC class I binding data. The peptide sequence is TVGPWHLGK. The MHC is HLA-A11:01 with pseudo-sequence HLA-A11:01. The binding affinity (normalized) is 0.704.